This data is from Peptide-MHC class II binding affinity with 134,281 pairs from IEDB. The task is: Regression. Given a peptide amino acid sequence and an MHC pseudo amino acid sequence, predict their binding affinity value. This is MHC class II binding data. (1) The peptide sequence is VSTFSSGLVWGQKYF. The MHC is DRB1_0301 with pseudo-sequence DRB1_0301. The binding affinity (normalized) is 0.0459. (2) The peptide sequence is VRNCDLPVWLSWQVA. The MHC is DRB1_1101 with pseudo-sequence DRB1_1101. The binding affinity (normalized) is 0.545. (3) The peptide sequence is EKKYFAAIQFEPLAA. The MHC is DRB1_1602 with pseudo-sequence DRB1_1602. The binding affinity (normalized) is 0.690. (4) The peptide sequence is LNFTGPCKGDSVTIK. The MHC is HLA-DPA10301-DPB10402 with pseudo-sequence HLA-DPA10301-DPB10402. The binding affinity (normalized) is 0.133. (5) The peptide sequence is WIILGLNKIVRMYSPTSI. The MHC is DRB1_1501 with pseudo-sequence DRB1_1501. The binding affinity (normalized) is 1.00. (6) The peptide sequence is HMAKEDLVANQPNLK. The MHC is HLA-DQA10102-DQB10602 with pseudo-sequence HLA-DQA10102-DQB10602. The binding affinity (normalized) is 0.0568.